Predict the reactants needed to synthesize the given product. From a dataset of Full USPTO retrosynthesis dataset with 1.9M reactions from patents (1976-2016). (1) Given the product [C:1]([O:5][CH:6]([C:10]1[CH:15]=[CH:14][CH:13]=[C:12]([CH2:16][OH:17])[C:11]=1[C:20]1[CH:21]=[CH:22][C:23]2[O:28][CH2:27][CH2:26][CH2:25][C:24]=2[CH:29]=1)[C:7]([OH:9])=[O:8])([CH3:4])([CH3:2])[CH3:3], predict the reactants needed to synthesize it. The reactants are: [C:1]([O:5][CH:6]([C:10]1[CH:15]=[CH:14][CH:13]=[C:12]([C:16](OC)=[O:17])[C:11]=1[C:20]1[CH:21]=[CH:22][C:23]2[O:28][CH2:27][CH2:26][CH2:25][C:24]=2[CH:29]=1)[C:7]([OH:9])=[O:8])([CH3:4])([CH3:3])[CH3:2].C1(N)CCCCC1.[BH4-].[Li+].[Cl-].[NH4+]. (2) Given the product [CH2:1]([O:8][CH2:9][C@@H:10]([NH:14][C:15](=[O:27])[C:16]([NH:19][C:20](=[O:21])[O:22][C:23]([CH3:25])([CH3:26])[CH3:24])([CH3:18])[CH3:17])[C:11]([N:14]1[CH2:10][CH2:9][C:36]2([CH:33]([C:51]3[CH:52]=[CH:53][CH:3]=[CH:2][CH:1]=3)[CH2:31][N:30]([CH3:29])[C:34]2=[O:55])[CH2:15]1)=[O:12])[C:2]1[CH:7]=[CH:6][CH:5]=[CH:4][CH:3]=1, predict the reactants needed to synthesize it. The reactants are: [CH2:1]([O:8][CH2:9][C@@H:10]([NH:14][C:15](=[O:27])[C:16]([NH:19][C:20]([O:22][C:23]([CH3:26])([CH3:25])[CH3:24])=[O:21])([CH3:18])[CH3:17])[C:11](O)=[O:12])[C:2]1[CH:7]=[CH:6][CH:5]=[CH:4][CH:3]=1.C[CH2:29][N:30]([CH:34]([CH3:36])C)[CH:31]([CH3:33])C.C(P1(=O)OP(CCC)(=O)OP([CH2:51][CH2:52][CH3:53])(=O)O1)CC.[OH2:55]. (3) Given the product [CH3:8][C:4]1[N:5]=[N:6][CH:30]=[C:29]([N:25]2[CH2:24][CH2:23][CH:17]([NH:16][C:9](=[O:10])[O:11][C:12]([CH3:15])([CH3:14])[CH3:13])[CH2:28][CH2:26]2)[CH:31]=1, predict the reactants needed to synthesize it. The reactants are: ClC1C=[C:4]([CH3:8])[N:5]=[N:6]C=1.[C:9]([N:16]1CCC(N)C[CH2:17]1)([O:11][C:12]([CH3:15])([CH3:14])[CH3:13])=[O:10].[CH3:23][CH2:24][N:25]([CH:29]([CH3:31])[CH3:30])[CH:26]([CH3:28])C. (4) The reactants are: [Cl:1][C:2]1[CH:7]=[CH:6][C:5]([C:8](=O)[CH:9]=[CH:10][N:11](C)C)=[CH:4][C:3]=1[CH2:15][NH:16][C:17](=[O:19])[CH3:18].O.[NH2:21]N. Given the product [Cl:1][C:2]1[CH:7]=[CH:6][C:5]([C:8]2[CH:9]=[CH:10][NH:11][N:21]=2)=[CH:4][C:3]=1[CH2:15][NH:16][C:17](=[O:19])[CH3:18], predict the reactants needed to synthesize it. (5) Given the product [CH3:33][C:7]([NH:9][C:10]([C:12]1[CH:20]=[CH:19][C:15]2[S:16][CH:17]=[CH:18][C:14]=2[C:13]=1[O:21][CH2:22][C:23]1[CH:24]=[CH:25][C:26]([C:29]([F:31])([F:32])[F:30])=[CH:27][CH:28]=1)=[O:11])([CH3:8])[C:6]([OH:34])=[O:5], predict the reactants needed to synthesize it. The reactants are: C([O:5][C:6](=[O:34])[C:7]([CH3:33])([NH:9][C:10]([C:12]1[CH:20]=[CH:19][C:15]2[S:16][CH:17]=[CH:18][C:14]=2[C:13]=1[O:21][CH2:22][C:23]1[CH:28]=[CH:27][C:26]([C:29]([F:32])([F:31])[F:30])=[CH:25][CH:24]=1)=[O:11])[CH3:8])(C)(C)C.FC(F)(F)C(O)=O. (6) Given the product [Br:1][C:2]1[CH:7]=[C:6]2[C:5](=[CH:4][CH:3]=1)[O:18][C:11]1[C:12]([F:17])=[N:13][C:14]([Cl:16])=[CH:15][C:10]=1[C:8]2=[O:9], predict the reactants needed to synthesize it. The reactants are: [Br:1][C:2]1[CH:3]=[CH:4][C:5](F)=[C:6]([C:8]([C:10]2[CH:15]=[C:14]([Cl:16])[N:13]=[C:12]([F:17])[C:11]=2[OH:18])=[O:9])[CH:7]=1.C([O-])([O-])=O.[Cs+].[Cs+].O.